This data is from Catalyst prediction with 721,799 reactions and 888 catalyst types from USPTO. The task is: Predict which catalyst facilitates the given reaction. (1) Reactant: [CH2:1]([O:8][C:9]([NH:11][CH2:12][CH2:13][C:14]([OH:16])=O)=[O:10])[C:2]1[CH:7]=[CH:6][CH:5]=[CH:4][CH:3]=1.ON1C2C=CC=CC=2N=N1.C(N(CC)CC)C.[NH2:34][CH2:35][CH:36]([OH:39])[CH2:37][CH3:38]. Product: [CH2:1]([O:8][C:9](=[O:10])[NH:11][CH2:12][CH2:13][C:14](=[O:16])[NH:34][CH2:35][CH:36]([OH:39])[CH2:37][CH3:38])[C:2]1[CH:3]=[CH:4][CH:5]=[CH:6][CH:7]=1. The catalyst class is: 4. (2) The catalyst class is: 105. Reactant: [CH2:1]([C@@H:8]([NH:18][C:19](=[O:25])[O:20][C:21]([CH3:24])([CH3:23])[CH3:22])[CH2:9][NH:10]CC1C=CC=CC=1)[C:2]1[CH:7]=[CH:6][CH:5]=[CH:4][CH:3]=1. Product: [NH2:10][CH2:9][C@H:8]([NH:18][C:19](=[O:25])[O:20][C:21]([CH3:23])([CH3:22])[CH3:24])[CH2:1][C:2]1[CH:7]=[CH:6][CH:5]=[CH:4][CH:3]=1. (3) Product: [CH2:11]([N:5]1[C:6]2[C:32](=[CH:27][CH:28]=[CH:29][CH:2]=2)[CH:33]=[C:34]([CH3:25])[CH2:4]1)[CH2:12][CH2:13][CH2:14][CH2:15][CH2:16][CH2:17][CH2:18][CH2:19][CH2:20][CH3:21].[Br-:10].[Cl:1][C:2]1[NH:3][CH:4]=[NH+:5][C:6]=1[Cl:7]. The catalyst class is: 10. Reactant: [Cl:1][C:2]1[N:3]=[CH:4][NH:5][C:6]=1[Cl:7].[OH-].[K+].[Br:10][CH2:11][CH2:12][CH2:13][CH2:14][CH2:15][CH2:16][CH2:17][CH2:18][CH2:19][CH2:20][CH3:21].Cl.ClC[C:25]1[CH:34]=[CH:33][C:32]2[C:27](=[CH:28][CH:29]=CC=2)N=1. (4) Reactant: [CH2:1]([O:3][C:4]([C:6]1[C:7]([N:25]2[CH2:30][CH2:29][O:28][CH2:27][CH2:26]2)=[C:8]2[CH:21]=[N:20][N:19]([CH:22]([CH3:24])[CH3:23])[C:9]2=[N:10][C:11]=1[C:12]1[CH:17]=[CH:16][CH:15]=[C:14]([OH:18])[CH:13]=1)=[O:5])[CH3:2].Cl[CH2:32][CH:33]1[CH2:35][O:34]1.C([O-])([O-])=O.[K+].[K+]. Product: [CH2:1]([O:3][C:4]([C:6]1[C:7]([N:25]2[CH2:30][CH2:29][O:28][CH2:27][CH2:26]2)=[C:8]2[CH:21]=[N:20][N:19]([CH:22]([CH3:24])[CH3:23])[C:9]2=[N:10][C:11]=1[C:12]1[CH:17]=[CH:16][CH:15]=[C:14]([O:18][CH2:32][CH:33]2[CH2:35][O:34]2)[CH:13]=1)=[O:5])[CH3:2]. The catalyst class is: 144.